From a dataset of Experimentally validated miRNA-target interactions with 360,000+ pairs, plus equal number of negative samples. Binary Classification. Given a miRNA mature sequence and a target amino acid sequence, predict their likelihood of interaction. (1) The miRNA is hsa-miR-378b with sequence ACUGGACUUGGAGGCAGAA. The protein sequence of the target gene is MAASMAESCRASLYLARSVRMARPRLAAFASDACRVCTGPSRFQSTGPSEPGGFKPPPKPVIVDRRRVPEDERRFLSPEFIPPRGRTNPLKFKIERKDMLDRRKVLPIPEFYVGSILRVTTADPYASGKTSQFLGICIKRSGNGLGATFTLRNTIEGQGVEICFELYNPRIQEIQVVKLEKRLDDNLLYLRDALPEYSTFDVNMKPVPQEACQEVPVNKLKVKMKPKPWSKRWERPNFNIKGIRFDLALTEEQMKEAQKWNKPWIEFDMMREYDTSKIEAALWEEIEASKKS. Result: 0 (no interaction). (2) The miRNA is mmu-miR-23a-3p with sequence AUCACAUUGCCAGGGAUUUCC. The protein sequence of the target gene is MARARQEGSSPEPVEGLARDSPRPFPLGRLMPSAVSCSLCEPGLPAAPAAPALLPAAYLCAPTAPPAVTAALGGPRWPGGHRSRPRGPRPDGPQPSLSPAQQHLESPVPSAPEALAGGPTQAAPGVRVEEEEWAREIGAQLRRMADDLNAQYERRRQEEQHRHRPSPWRVMYNLFMGLLPLPRDPGAPEMEPN. Result: 1 (interaction). (3) The miRNA is hsa-miR-548y with sequence AAAAGUAAUCACUGUUUUUGCC. The protein sequence of the target gene is MDGIVPDIAVGTKRGSDELFSTCVTNGPFIMSSNSASAANGNDSKKFKGDSRSAGVPSRVIHIRKLPIDVTEGEVISLGLPFGKVTNLLMLKGKNQAFIEMNTEEAANTMVNYYTSVTPVLRGQPIYIQFSNHKELKTDSSPNQARAQAALQAVNSVQSGNLALAASAAAVDAGMAMAGQSPVLRIIVENLFYPVTLDVLHQIFSKFGTVLKIITFTKNNQFQALLQYADPVSAQHAKLSLDGQNIYNACCTLRIDFSKLTSLNVKYNNDKSRDYTRPDLPSGDSQPSLDQTMAAAFGLS.... Result: 1 (interaction). (4) The miRNA is hsa-miR-1260b with sequence AUCCCACCACUGCCACCAU. The protein sequence of the target gene is MCVCQTMEVGQYGKNASRAGDRGVLLEPFIHQVGGHSSMMRYDDHTVCKPLISREQRFYESLPPEMKEFTPEYKGVVSVCFEGDSDGYINLVAYPYVESETVEQDDTTEREQPRRKHSRRSLHRSGSGSDHKEEKASLSLETSESSQEAKSPKVELHSHSEVPFQMLDGNSGLSSEKISHNPWSLRCHKQQLSRMRSESKDRKLYKFLLLENVVHHFKYPCVLDLKMGTRQHGDDASAEKAARQMRKCEQSTSATLGVRVCGMQVYQLDTGHYLCRNKYYGRGLSIEGFRNALYQYLHNG.... Result: 1 (interaction). (5) The miRNA is mmu-miR-24-3p with sequence UGGCUCAGUUCAGCAGGAACAG. The protein sequence of the target gene is MGVLMSKRQTVEQVQKVSLAVSAFKDGLRDRPSIRRGGELPGSRRGTVEGSVQEVQEEKEAEASAPVVQEESSINRAAWERLRDGRGVEPEEFDRTSRFTPPAFIRPTRKLDDDKPPDICLEPREPVVNDEMCDVCEVWTAESLFPCRVCTRVFHDGCLRRMGYLQGDSAVEVTEMAHTETGWSCYYCDNLNLLLTEEEMYSLTETFQRCKVIPDCSLTLEDFVRYRHQAAKRGESSRALTDEQEEQAARQFAALDPEQRGHVEWSDFLSHESLLLLLQLRPQNSLLRLLTVKERERARA.... Result: 1 (interaction). (6) The miRNA is hsa-miR-16-5p with sequence UAGCAGCACGUAAAUAUUGGCG. The protein sequence of the target gene is MLILTKTAGVFFKPSKRKVYEFLRSFNFHPGTLFLHKIVLGIETSCDDTAAAVVDETGNVLGEAIHSQTEVHLKTGGIVPPAAQQLHRENIQRIVQEALSASGVSPSDLSAIATTIKPGLALSLGVGLSFSLQLVGQLKKPFIPIHHMEAHALTIRLTNKVEFPFLVLLISGGHCLLALVQGVSDFLLLGKSLDIAPGDMLDKVARRLSLIKHPECSTMSGGKAIEHLAKQGNRFHFDIKPPLHHAKNCDFSFTGLQHVTDKIIMKKEKEEGIEKGQILSSAADIAATVQHTMACHLVKR.... Result: 1 (interaction). (7) The miRNA is hsa-miR-3135b with sequence GGCUGGAGCGAGUGCAGUGGUG. The protein sequence of the target gene is MTAPSCAFPVQFRQPSVSGLSQITKSLYISNGVAANNKLMLSSNQITMVINVSVEVVNTLYEDIQYMQVPVADSPNSRLCDFFDPIADHIHSVEMKQGRTLLHCAAGVSRSAALCLAYLMKYHAMSLLDAHTWTKSCRPIIRPNSGFWEQLIHYEFQLFGKNTVHMVSSPVGMIPDIYEKEVRLMIPL. Result: 1 (interaction). (8) The miRNA is hsa-miR-1827 with sequence UGAGGCAGUAGAUUGAAU. The protein sequence of the target gene is MDEADRQLLRRCRVRLVSELQVAELWDALLSRELFTRDMIEDIQQAGSGSRRDQARQLVTDLETRGRQALPLFISCLEDTGQGTLASLLQSGRQAAKQDPEAVKPLDHLVPVVLGPMGLTAKEQRVVKLDPSQPAVGNLTPVVLGPEELWPARLKPEVLRPETPRPVDIGSGGAHDVCVPGKIRGHADMAYTLDSDPCGHCLIINNVNFCPSSGLGTRTGSNLDRDKLEHRFRWLRFMVEVKNDLTAKKMVTALMEMAHRNHRALDCFVVVILSHGCQASHLQFPGAVYGTDGCSVSIEK.... Result: 0 (no interaction). (9) The miRNA is hsa-miR-519c-3p with sequence AAAGUGCAUCUUUUUAGAGGAU. The protein sequence of the target gene is MDSVSFEDVAVNFTLEEWALLDSSQKKLYEDVMQETFKNLVCLGKKWEDQDIEDDHRNQGKNRRCHMVERLCESRRGSKCGETTSQMPNVNINKETFTGAKPHECSFCGRDFIHHSSLNRHMRSHTGQKPNEYQEYEKQPCKCKAVGKTFSYHHCFRKHERTHTGVKPYECKQCGKAFIYYQPFQRHERTHAGQKPYECKQCGKTFIYYQSFQKHAHTGKKPYECKQCGKAFICYQSFQRHKRTHTGEKPYECKQCGKAFSCPTYFRTHERTHTGEKPYKCKECGKAFSFLSSFRRHKRT.... Result: 0 (no interaction). (10) The miRNA is hsa-miR-588 with sequence UUGGCCACAAUGGGUUAGAAC. The protein sequence of the target gene is MFNGEPGPASSGASRNVVRSSSISGEICGSQQAGGGAGTTTAKKRRSSLGAKMVAIVGLTQWSKSTLQLPQPEGATKKLRSNIRRSTETGIAVEMRSRVTRQGSRESTDGSTNSNSSDGTFIFPTTRLGAESQFSDFLDGLGPAQIVGRQTLATPPMGDVHIAIMDRSGQLEVEVIEARGLTPKPGSKSLPATYIKVYLLENGACLAKKKTKMTKKTCDPLYQQALLFDEGPQGKVLQVIVWGDYGRMDHKCFMGMAQIMLDELDLSAAVTGWYKLFPTSSVADSTLGSLTRRLSQSSLE.... Result: 0 (no interaction).